Dataset: TCR-epitope binding with 47,182 pairs between 192 epitopes and 23,139 TCRs. Task: Binary Classification. Given a T-cell receptor sequence (or CDR3 region) and an epitope sequence, predict whether binding occurs between them. (1) The epitope is ELAGIGILTV. The TCR CDR3 sequence is CASSVDALSSYEQYF. Result: 1 (the TCR binds to the epitope). (2) The epitope is ATDALMTGY. The TCR CDR3 sequence is CASSSGVTNTGELFF. Result: 1 (the TCR binds to the epitope). (3) The epitope is HLVDFQVTI. The TCR CDR3 sequence is CASSTFGRAGYNEQFF. Result: 1 (the TCR binds to the epitope).